From a dataset of Full USPTO retrosynthesis dataset with 1.9M reactions from patents (1976-2016). Predict the reactants needed to synthesize the given product. (1) Given the product [Br:19][C:20]1[CH:25]=[CH:24][C:23]([N:1]2[CH:5]=[C:4]([C:6]3[C:7]([C:12]4[CH:17]=[CH:16][C:15]([F:18])=[CH:14][CH:13]=4)=[N:8][O:9][C:10]=3[CH3:11])[N:3]=[CH:2]2)=[CH:22][CH:21]=1, predict the reactants needed to synthesize it. The reactants are: [NH:1]1[CH:5]=[C:4]([C:6]2[C:7]([C:12]3[CH:17]=[CH:16][C:15]([F:18])=[CH:14][CH:13]=3)=[N:8][O:9][C:10]=2[CH3:11])[N:3]=[CH:2]1.[Br:19][C:20]1[CH:25]=[CH:24][C:23](B(O)O)=[CH:22][CH:21]=1. (2) Given the product [F:18][C:17]([F:20])([F:19])[C:15]([OH:21])=[O:16].[NH2:7][C@H:8]([CH3:13])[CH2:9][CH2:10][C:11]#[N:12], predict the reactants needed to synthesize it. The reactants are: C(OC(=O)[NH:7][C@H:8]([CH3:13])[CH2:9][CH2:10][C:11]#[N:12])(C)(C)C.[C:15]([OH:21])([C:17]([F:20])([F:19])[F:18])=[O:16].